From a dataset of Retrosynthesis with 50K atom-mapped reactions and 10 reaction types from USPTO. Predict the reactants needed to synthesize the given product. (1) The reactants are: C=CCOC1CN(C(=O)OC(C)(C)C)CCC1=O.NCc1ccccc1. Given the product C=CCO[C@@H]1CN(C(=O)OC(C)(C)C)CC[C@@H]1NCc1ccccc1, predict the reactants needed to synthesize it. (2) Given the product CS(=O)c1ccc(C(=O)Cn2cc(Cl)cnc2=O)cc1, predict the reactants needed to synthesize it. The reactants are: CS(=O)c1ccc(C(=O)CBr)cc1.O=c1ncc(Cl)c[nH]1. (3) Given the product CC(C)n1ncc(C#N)c1NC(=O)c1ccc([N+](=O)[O-])cc1, predict the reactants needed to synthesize it. The reactants are: CC(C)n1ncc(C#N)c1N.O=C(Cl)c1ccc([N+](=O)[O-])cc1. (4) Given the product CC(C)(C)OC(=O)NC1CCC(N(C(=O)OC(C)(C)C)[C@@H]2C[C@H]2c2cnc(-c3cccc(N)c3)s2)CC1, predict the reactants needed to synthesize it. The reactants are: CC(C)(C)OC(=O)NC1CCC(N(C(=O)OC(C)(C)C)[C@@H]2C[C@H]2c2cnc(Br)s2)CC1.Nc1cccc(B(O)O)c1. (5) The reactants are: CCOC(=O)c1c(Cl)cc(C(F)(F)F)nc1C(F)(F)F.CNC. Given the product CCOC(=O)c1c(N(C)C)cc(C(F)(F)F)nc1C(F)(F)F, predict the reactants needed to synthesize it. (6) Given the product Cc1cc(F)ccc1-n1nc(C(F)(F)F)cc1-c1ccc2c(c1)NC(=O)C2, predict the reactants needed to synthesize it. The reactants are: Cc1cc(F)ccc1-n1nc(C(F)(F)F)cc1B(O)O.O=C1Cc2ccc(Br)cc2N1. (7) Given the product COCc1ccc(CN2CCC(n3c(=O)[nH]c4ccccc43)CC2)o1, predict the reactants needed to synthesize it. The reactants are: COCc1ccc(C=O)o1.O=c1[nH]c2ccccc2n1C1CCNCC1. (8) Given the product COc1cc2nccc(Cc3ccc4cc(Br)ccc4c3)c2cc1OC, predict the reactants needed to synthesize it. The reactants are: COc1cc2nccc(C(O)c3ccc4cc(Br)ccc4c3)c2cc1OC. (9) Given the product COc1c(-c2ccc(C(F)(F)F)cc2)ccc(-c2cnc(N)cn2)c1F, predict the reactants needed to synthesize it. The reactants are: COc1c(Br)ccc(-c2cnc(N)cn2)c1F.OB(O)c1ccc(C(F)(F)F)cc1. (10) Given the product COc1cc(C=O)cc(OC)c1CCCCCCCCCCCCCCO[Si](C)(C)C(C)(C)C, predict the reactants needed to synthesize it. The reactants are: COc1cc(CO)cc(OC)c1CCCCCCCCCCCCCCO[Si](C)(C)C(C)(C)C.